Dataset: Reaction yield outcomes from USPTO patents with 853,638 reactions. Task: Predict the reaction yield, written as a fraction of the theoretical maximum amount of product (1.0 means a 100% yield; for example, 0.34 means a 34% yield). (1) The reactants are S(Cl)(Cl)=O.[Cl:5][C:6]1[CH:7]=[C:8]([C:16]([OH:18])=[O:17])[C:9]2[N:10]([C:12]([CH3:15])=[N:13][N:14]=2)[N:11]=1.[CH3:19]O. No catalyst specified. The product is [Cl:5][C:6]1[CH:7]=[C:8]([C:16]([O:18][CH3:19])=[O:17])[C:9]2[N:10]([C:12]([CH3:15])=[N:13][N:14]=2)[N:11]=1. The yield is 0.720. (2) The reactants are [CH3:1][O:2][C:3](=[O:17])[CH2:4][CH2:5][CH2:6][CH2:7][CH2:8][O:9][C:10]1[CH:15]=[CH:14][C:13]([NH2:16])=[CH:12][CH:11]=1.C(N(CC)CC)C.[CH2:25]([O:32][CH2:33][C:34](Cl)=[O:35])[C:26]1[CH:31]=[CH:30][CH:29]=[CH:28][CH:27]=1. The catalyst is CC(C)=O. The product is [CH3:1][O:2][C:3](=[O:17])[CH2:4][CH2:5][CH2:6][CH2:7][CH2:8][O:9][C:10]1[CH:15]=[CH:14][C:13]([NH:16][C:34](=[O:35])[CH2:33][O:32][CH2:25][C:26]2[CH:31]=[CH:30][CH:29]=[CH:28][CH:27]=2)=[CH:12][CH:11]=1. The yield is 0.222. (3) The reactants are C(O[C:4]([C:6]1[CH:7]=[C:8]2[C:12](=[CH:13][CH:14]=1)[NH:11][N:10]=[C:9]2[C:15]1[CH:24]=[CH:23][C:22]2[C:17](=[CH:18][CH:19]=[C:20]([O:25][CH2:26][CH:27]3[CH2:32][N:31]([CH3:33])[CH2:30][CH2:29][N:28]3[CH3:34])[CH:21]=2)[CH:16]=1)=[NH:5])C.[CH3:35][C:36]([CH3:43])([CH3:42])[CH2:37][C:38]([NH:40][NH2:41])=O.C(N(CC)CC)C. The catalyst is CO. The product is [CH3:34][N:28]1[CH2:29][CH2:30][N:31]([CH3:33])[CH2:32][CH:27]1[CH2:26][O:25][C:20]1[CH:21]=[C:22]2[C:17](=[CH:18][CH:19]=1)[CH:16]=[C:15]([C:9]1[C:8]3[C:12](=[CH:13][CH:14]=[C:6]([C:4]4[N:5]=[C:38]([CH2:37][C:36]([CH3:43])([CH3:42])[CH3:35])[NH:40][N:41]=4)[CH:7]=3)[NH:11][N:10]=1)[CH:24]=[CH:23]2. The yield is 0.230. (4) The reactants are Cl.[CH2:2]([NH:4][C:5]1[CH:6]=[N:7][O:8][C:9]=1[CH3:10])[CH3:3].[F:11][C:12]([F:23])([F:22])[C:13](O[C:13](=[O:14])[C:12]([F:23])([F:22])[F:11])=[O:14]. The catalyst is N1C=CC=CC=1. The product is [CH2:2]([N:4]([C:5]1[CH:6]=[N:7][O:8][C:9]=1[CH3:10])[C:13](=[O:14])[C:12]([F:23])([F:22])[F:11])[CH3:3]. The yield is 0.880. (5) The reactants are [CH:1]1[N:5]=[CH:4][N:3]([CH2:6][C:7]([P:13]([OH:16])([OH:15])=[O:14])([P:9]([OH:12])([OH:11])=[O:10])[OH:8])[CH:2]=1.CN(C=O)C.[OH-].[Na+:23].O. The catalyst is C(O)C. The product is [CH:1]1[N:5]=[CH:4][N:3]([CH2:6][C:7]([P:9]([O-:12])([O-:11])=[O:10])([P:13]([O-:15])([OH:16])=[O:14])[OH:8])[CH:2]=1.[Na+:23].[Na+:23].[Na+:23]. The yield is 0.860. (6) The reactants are C([Si](C)(C)[O:6][C:7]1[C:12]([CH3:13])=[CH:11][C:10]([C:14]2([C:24]3[CH:29]=[C:28]([CH3:30])[C:27]([O:31][Si](C(C)(C)C)(C)C)=[C:26]([CH3:39])[CH:25]=3)[C:22]3[C:17](=[CH:18][CH:19]=[CH:20][CH:21]=3)[NH:16][C:15]2=[O:23])=[CH:9][C:8]=1[CH3:40])(C)(C)C.[C:43]1(B(O)O)[CH:48]=[CH:47][CH:46]=[CH:45][CH:44]=1.C(N(CC)CC)C. The catalyst is C([O-])(=O)C.[Cu+2].C([O-])(=O)C.ClCCl. The product is [OH:31][C:27]1[C:28]([CH3:30])=[CH:29][C:24]([C:14]2([C:10]3[CH:9]=[C:8]([CH3:40])[C:7]([OH:6])=[C:12]([CH3:13])[CH:11]=3)[C:22]3[C:17](=[CH:18][CH:19]=[CH:20][CH:21]=3)[N:16]([C:43]3[CH:48]=[CH:47][CH:46]=[CH:45][CH:44]=3)[C:15]2=[O:23])=[CH:25][C:26]=1[CH3:39]. The yield is 0.390. (7) The reactants are I[C:2]1[C:10]2[C:5](=[CH:6][CH:7]=[C:8]([NH:11][C:12](=[O:22])[C@H:13]([O:20][CH3:21])[C:14]3[CH:19]=[CH:18][CH:17]=[CH:16][CH:15]=3)[CH:9]=2)[NH:4][N:3]=1.[F:23][CH:24]1[CH:29]([O:30][C:31]2[CH:36]=[CH:35][C:34](B(O)O)=[CH:33][CH:32]=2)[CH2:28][CH2:27][N:26]([CH3:40])[CH2:25]1. No catalyst specified. The product is [F:23][C@@H:24]1[C@H:29]([O:30][C:31]2[CH:32]=[CH:33][C:34]([C:2]3[C:10]4[C:5](=[CH:6][CH:7]=[C:8]([NH:11][C:12](=[O:22])[C@H:13]([O:20][CH3:21])[C:14]5[CH:19]=[CH:18][CH:17]=[CH:16][CH:15]=5)[CH:9]=4)[NH:4][N:3]=3)=[CH:35][CH:36]=2)[CH2:28][CH2:27][N:26]([CH3:40])[CH2:25]1. The yield is 0.130.